This data is from Forward reaction prediction with 1.9M reactions from USPTO patents (1976-2016). The task is: Predict the product of the given reaction. (1) Given the reactants CO[CH2:3][C:4]1[C:9]([CH3:10])=[CH:8][CH:7]=[CH:6][C:5]=1[N:11]1[C:15](=[O:16])[N:14]([CH3:17])[N:13]=[N:12]1.[BrH:18].C(O)(=O)C.O.C(=O)(O)[O-].[Na+], predict the reaction product. The product is: [Br:18][CH2:3][C:4]1[C:9]([CH3:10])=[CH:8][CH:7]=[CH:6][C:5]=1[N:11]1[C:15](=[O:16])[N:14]([CH3:17])[N:13]=[N:12]1. (2) Given the reactants Cl.[C:2]([C:4]1[C:5]([O:37][CH2:38][CH2:39][O:40][CH3:41])=[CH:6][C:7]([NH:10][C:11]([N:13]2[C:22]3[C:17](=[CH:18][C:19]([CH2:28][N:29]4[CH2:34][CH2:33][N:32]([CH3:35])[CH2:31][C:30]4=[O:36])=[C:20]([CH:23](OC)[O:24]C)[N:21]=3)[CH2:16][CH2:15][CH2:14]2)=[O:12])=[N:8][CH:9]=1)#[N:3].C([O-])(O)=O.[Na+], predict the reaction product. The product is: [C:2]([C:4]1[C:5]([O:37][CH2:38][CH2:39][O:40][CH3:41])=[CH:6][C:7]([NH:10][C:11]([N:13]2[C:22]3[C:17](=[CH:18][C:19]([CH2:28][N:29]4[CH2:34][CH2:33][N:32]([CH3:35])[CH2:31][C:30]4=[O:36])=[C:20]([CH:23]=[O:24])[N:21]=3)[CH2:16][CH2:15][CH2:14]2)=[O:12])=[N:8][CH:9]=1)#[N:3]. (3) Given the reactants C([Li])CCC.Br[C:7]1[CH:18]=[CH:17][C:10]2[O:11][C:12]([CH3:16])([CH3:15])[O:13][CH2:14][C:9]=2[CH:8]=1.CON(C)[C:22](=[O:24])[CH3:23], predict the reaction product. The product is: [CH3:15][C:12]1([CH3:16])[O:11][C:10]2[CH:17]=[CH:18][C:7]([C:22](=[O:24])[CH3:23])=[CH:8][C:9]=2[CH2:14][O:13]1. (4) Given the reactants [Br:1][C:2]1[N:3]([C:13]2[CH:18]=[CH:17][C:16]([O:19]C)=[CH:15][CH:14]=2)[C:4]2[C:9]([C:10]=1[C:11]#[N:12])=[CH:8][CH:7]=[CH:6][CH:5]=2.B(Br)(Br)Br, predict the reaction product. The product is: [Br:1][C:2]1[N:3]([C:13]2[CH:14]=[CH:15][C:16]([OH:19])=[CH:17][CH:18]=2)[C:4]2[C:9]([C:10]=1[C:11]#[N:12])=[CH:8][CH:7]=[CH:6][CH:5]=2. (5) Given the reactants C([O:5][C:6](=[O:17])[CH2:7][N:8]1[C:16]2[C:11](=[CH:12][CH:13]=[CH:14][CH:15]=2)[CH:10]=[CH:9]1)(C)(C)C.[OH-].[K+], predict the reaction product. The product is: [N:8]1([CH2:7][C:6]([OH:17])=[O:5])[C:16]2[C:11](=[CH:12][CH:13]=[CH:14][CH:15]=2)[CH:10]=[CH:9]1.